This data is from Reaction yield outcomes from USPTO patents with 853,638 reactions. The task is: Predict the reaction yield, written as a fraction of the theoretical maximum amount of product (1.0 means a 100% yield; for example, 0.34 means a 34% yield). (1) The reactants are [Cl:1][C:2]1[CH:7]=[CH:6][C:5]([CH3:8])=[CH:4][C:3]=1[OH:9].CI.[C:12]([O-])([O-])=O.[K+].[K+]. The catalyst is CC#N. The product is [Cl:1][C:2]1[CH:7]=[CH:6][C:5]([CH3:8])=[CH:4][C:3]=1[O:9][CH3:12]. The yield is 0.890. (2) The product is [F:6][C:7]1[CH:12]=[C:11]([O:13][CH2:14][C:15]2[CH:20]=[CH:19][C:18]([F:21])=[CH:17][N:16]=2)[CH:10]=[CH:9][C:8]=1[CH2:22][C:23]1[CH:28]=[C:27]([C:29]2[C:30]([NH2:35])=[N:31][CH:32]=[CH:33][CH:34]=2)[O:25][N:24]=1. The yield is 0.239. The reactants are O1CCCC1.[F:6][C:7]1[CH:12]=[C:11]([O:13][CH2:14][C:15]2[CH:20]=[CH:19][C:18]([F:21])=[CH:17][N:16]=2)[CH:10]=[CH:9][C:8]=1[CH2:22][C:23](Cl)=[N:24][OH:25].[C:27]([C:29]1[C:30]([NH2:35])=[N:31][CH:32]=[CH:33][CH:34]=1)#[CH:28].C(N(CC)CC)C. The catalyst is O. (3) The reactants are [CH3:1][O:2][C:3]1[CH:11]=[CH:10][C:6]([C:7]([OH:9])=O)=[CH:5][C:4]=1[CH3:12].[O:13]1[CH:17]=[CH:16][CH:15]=[C:14]1[CH2:18][S:19][CH2:20][CH2:21][NH2:22]. No catalyst specified. The product is [O:13]1[CH:17]=[CH:16][CH:15]=[C:14]1[CH2:18][S:19][CH2:20][CH2:21][NH:22][C:7](=[O:9])[C:6]1[CH:10]=[CH:11][C:3]([O:2][CH3:1])=[C:4]([CH3:12])[CH:5]=1. The yield is 0.580. (4) The reactants are [CH3:1][O:2][C:3](=[O:33])[C:4]1[CH:9]=[CH:8][C:7]([CH2:10][N:11]2[CH:15]=[C:14]([C:16]3[CH:21]=[CH:20][C:19]([Cl:22])=[CH:18][C:17]=3[Cl:23])[N:13]=[C:12]2/[CH:24]=[CH:25]/[C:26]2[CH:31]=[CH:30][C:29]([NH2:32])=[CH:28][CH:27]=2)=[CH:6][CH:5]=1.[F:34][C:35]([F:47])([F:46])[C:36]1[CH:41]=[CH:40][C:39]([S:42](Cl)(=[O:44])=[O:43])=[CH:38][CH:37]=1. No catalyst specified. The product is [CH3:1][O:2][C:3](=[O:33])[C:4]1[CH:9]=[CH:8][C:7]([CH2:10][N:11]2[CH:15]=[C:14]([C:16]3[CH:21]=[CH:20][C:19]([Cl:22])=[CH:18][C:17]=3[Cl:23])[N:13]=[C:12]2/[CH:24]=[CH:25]/[C:26]2[CH:27]=[CH:28][C:29]([NH:32][S:42]([C:39]3[CH:38]=[CH:37][C:36]([C:35]([F:34])([F:46])[F:47])=[CH:41][CH:40]=3)(=[O:44])=[O:43])=[CH:30][CH:31]=2)=[CH:6][CH:5]=1. The yield is 0.920. (5) The reactants are Br[C:2]1[N:6]([CH2:7][C:8]([F:11])([F:10])[F:9])[N:5]=[CH:4][C:3]=1[N+:12]([O-:14])=[O:13].[CH3:15][CH:16]1[CH2:21][NH:20][CH2:19][CH2:18][N:17]1[C:22]([O:24][C:25]([CH3:28])([CH3:27])[CH3:26])=[O:23].CCN(C(C)C)C(C)C. The catalyst is CCO. The product is [CH3:15][CH:16]1[CH2:21][N:20]([C:2]2[N:6]([CH2:7][C:8]([F:11])([F:10])[F:9])[N:5]=[CH:4][C:3]=2[N+:12]([O-:14])=[O:13])[CH2:19][CH2:18][N:17]1[C:22]([O:24][C:25]([CH3:26])([CH3:28])[CH3:27])=[O:23]. The yield is 0.480. (6) The reactants are [NH:1]([C:3]1[CH:8]=[C:7]([C:9]#[N:10])[CH:6]=[CH:5][N:4]=1)[NH2:2].C([O:13][CH:14]=[C:15]([C:21](OCC)=O)[C:16]([O:18][CH2:19][CH3:20])=[O:17])C.C([O-])([O-])=O.[K+].[K+]. The yield is 0.240. The product is [C:9]([C:7]1[CH:6]=[CH:5][N:4]=[C:3]([N:1]2[C:14]([OH:13])=[C:15]([C:16]([O:18][CH2:19][CH3:20])=[O:17])[CH:21]=[N:2]2)[CH:8]=1)#[N:10]. The catalyst is O. (7) The reactants are C(O)(=O)C(O)=O.[NH2:7][C@:8]([CH3:30])([CH2:11][CH2:12][C:13]1[O:14][C:15]([C:18](=[O:29])[CH2:19][CH2:20][CH2:21][CH2:22][C:23]2[CH:28]=[CH:27][CH:26]=[CH:25][CH:24]=2)=[CH:16][CH:17]=1)[CH2:9][OH:10].[C:31](O[C:31]([O:33][C:34]([CH3:37])([CH3:36])[CH3:35])=[O:32])([O:33][C:34]([CH3:37])([CH3:36])[CH3:35])=[O:32].C(N(CC)CC)C. The catalyst is ClCCl. The product is [C:34]([O:33][C:31]([NH:7][C@:8]([CH3:30])([CH2:11][CH2:12][C:13]1[O:14][C:15]([C:18](=[O:29])[CH2:19][CH2:20][CH2:21][CH2:22][C:23]2[CH:24]=[CH:25][CH:26]=[CH:27][CH:28]=2)=[CH:16][CH:17]=1)[CH2:9][OH:10])=[O:32])([CH3:37])([CH3:36])[CH3:35]. The yield is 0.880. (8) The reactants are Cl[CH2:2][C:3]([C:5]1[CH:6]=[C:7]2[C:12](=[C:13]([CH3:15])[CH:14]=1)[NH:11][C:10](=[O:16])[CH2:9][C:8]2([CH3:18])[CH3:17])=O.C(=O)([O-])[O-].[Na+].[Na+].[I-].[Na+].Cl.[N:28]1([C:34]2[C:38]3[CH:39]=[CH:40][CH:41]=[CH:42][C:37]=3[S:36][N:35]=2)[CH2:33][CH2:32][NH:31][CH2:30][CH2:29]1. The catalyst is C(#N)C.O.C(Cl)Cl. The product is [S:36]1[C:37]2[CH:42]=[CH:41][CH:40]=[CH:39][C:38]=2[C:34]([N:28]2[CH2:29][CH2:30][N:31]([CH2:2][CH2:3][C:5]3[CH:6]=[C:7]4[C:12](=[C:13]([CH3:15])[CH:14]=3)[NH:11][C:10](=[O:16])[CH2:9][C:8]4([CH3:18])[CH3:17])[CH2:32][CH2:33]2)=[N:35]1. The yield is 0.630. (9) The reactants are [C:1]1([C:7]2[NH:11][N:10]=[C:9]([NH2:12])[CH:8]=2)[CH:6]=[CH:5][CH:4]=[CH:3][CH:2]=1.C([O:15][C:16](=O)[CH2:17][C:18](=O)[CH3:19])C. The catalyst is C1(C)C=CC=CC=1. The product is [CH3:19][C:18]1[NH:12][C:9]2[N:10]([N:11]=[C:7]([C:1]3[CH:2]=[CH:3][CH:4]=[CH:5][CH:6]=3)[CH:8]=2)[C:16](=[O:15])[CH:17]=1. The yield is 0.810. (10) The reactants are O[C:2]1([CH2:26][I:27])[CH2:7][CH2:6][N:5]([C:8]2[CH:13]=[CH:12][C:11]([N:14]3[CH2:18][C@H:17]([CH2:19][NH:20][C:21](=[O:23])[CH3:22])[O:16][C:15]3=[O:24])=[CH:10][C:9]=2[F:25])[CH2:4][CH2:3]1.CCN(S(F)(F)[F:34])CC. The catalyst is ClCCl. The product is [F:34][C:2]1([CH2:26][I:27])[CH2:7][CH2:6][N:5]([C:8]2[CH:13]=[CH:12][C:11]([N:14]3[CH2:18][C@H:17]([CH2:19][NH:20][C:21](=[O:23])[CH3:22])[O:16][C:15]3=[O:24])=[CH:10][C:9]=2[F:25])[CH2:4][CH2:3]1. The yield is 0.800.